Dataset: Peptide-MHC class II binding affinity with 134,281 pairs from IEDB. Task: Regression. Given a peptide amino acid sequence and an MHC pseudo amino acid sequence, predict their binding affinity value. This is MHC class II binding data. (1) The peptide sequence is IYEPEDLGNCLNKSD. The MHC is DRB4_0101 with pseudo-sequence DRB4_0103. The binding affinity (normalized) is 0.120. (2) The peptide sequence is GIRHLFGNYITNDSY. The MHC is DRB1_0701 with pseudo-sequence DRB1_0701. The binding affinity (normalized) is 0.880. (3) The peptide sequence is LGHDGTVWAQSADFP. The MHC is HLA-DPA10201-DPB10501 with pseudo-sequence HLA-DPA10201-DPB10501. The binding affinity (normalized) is 0.0579. (4) The peptide sequence is PSSASPWSWPDLDLK. The MHC is DRB1_0701 with pseudo-sequence DRB1_0701. The binding affinity (normalized) is 0.327. (5) The peptide sequence is SQDLELSWNLNGLQDY. The MHC is DRB1_0802 with pseudo-sequence DRB1_0802. The binding affinity (normalized) is 0.0891.